This data is from Peptide-MHC class I binding affinity with 185,985 pairs from IEDB/IMGT. The task is: Regression. Given a peptide amino acid sequence and an MHC pseudo amino acid sequence, predict their binding affinity value. This is MHC class I binding data. (1) The peptide sequence is AALSSLAKH. The MHC is HLA-B15:01 with pseudo-sequence HLA-B15:01. The binding affinity (normalized) is 0. (2) The peptide sequence is ACRCGRFQK. The MHC is HLA-A11:01 with pseudo-sequence HLA-A11:01. The binding affinity (normalized) is 0.210. (3) The peptide sequence is LTHSINSLI. The MHC is HLA-A23:01 with pseudo-sequence HLA-A23:01. The binding affinity (normalized) is 0.323. (4) The peptide sequence is YLISIFLHL. The MHC is BoLA-T2C with pseudo-sequence BoLA-T2C. The binding affinity (normalized) is 0.0847. (5) The peptide sequence is TYQRTRALV. The MHC is H-2-Db with pseudo-sequence H-2-Db. The binding affinity (normalized) is 0.0862. (6) The peptide sequence is ANYNRWPYI. The binding affinity (normalized) is 0.590. The MHC is H-2-Kb with pseudo-sequence H-2-Kb.